This data is from Reaction yield outcomes from USPTO patents with 853,638 reactions. The task is: Predict the reaction yield, written as a fraction of the theoretical maximum amount of product (1.0 means a 100% yield; for example, 0.34 means a 34% yield). (1) The reactants are [C:1]([Br:5])(Br)(Br)Br.[CH2:6]([O:13][CH2:14][CH2:15][CH2:16][CH2:17][CH2:18][CH2:19]CO)[CH2:7][CH2:8][CH2:9][CH2:10][CH2:11][CH3:12].C1(P(C2C=CC=CC=2)C2C=CC=CC=2)C=CC=CC=1. The catalyst is ClCCl. The product is [Br:5][CH2:1][CH2:19][CH2:18][CH2:17][CH2:16][CH2:15][CH2:14][O:13][CH2:6][CH2:7][CH2:8][CH2:9][CH2:10][CH2:11][CH3:12]. The yield is 0.940. (2) The reactants are [NH2:1][C:2]1[N:7]=[C:6]([NH2:8])[CH:5]=[CH:4][N:3]=1.[Br:9]Br. The catalyst is C(O)(=O)C. The product is [NH2:1][C:2]1[N:7]=[C:6]([NH2:8])[C:5]([Br:9])=[CH:4][N:3]=1. The yield is 0.870. (3) The reactants are [NH2:1][C:2]1[CH:3]=[CH:4][C:5]([O:18][CH3:19])=[C:6]([NH:8][C:9](=[O:17])[CH2:10][N:11]2[CH2:16][CH2:15][O:14][CH2:13][CH2:12]2)[CH:7]=1.[C:20]([C:22]1[CH:23]=[C:24]([C:28]2[CH:33]=[CH:32][C:31]([C:34](O)=[O:35])=[CH:30][CH:29]=2)[CH:25]=[CH:26][CH:27]=1)#[N:21].C(N(C(C)C)CC)(C)C. The catalyst is CN(C=O)C. The product is [C:20]([C:22]1[CH:23]=[C:24]([C:28]2[CH:33]=[CH:32][C:31]([C:34]([NH:1][C:2]3[CH:3]=[CH:4][C:5]([O:18][CH3:19])=[C:6]([NH:8][C:9](=[O:17])[CH2:10][N:11]4[CH2:16][CH2:15][O:14][CH2:13][CH2:12]4)[CH:7]=3)=[O:35])=[CH:30][CH:29]=2)[CH:25]=[CH:26][CH:27]=1)#[N:21]. The yield is 0.250. (4) The reactants are [Cl:1][C:2]1[C:10]2[N:9]=[C:8]3[N:11]([C:15]4[CH:20]=[CH:19][C:18]([Cl:21])=[CH:17][C:16]=4[Cl:22])[CH2:12][CH2:13][CH2:14][N:7]3[C:6]=2[C:5]([CH:23]([CH:25]2[CH2:27][CH2:26]2)[OH:24])=[CH:4][CH:3]=1.[C:28](OC(=O)C)(=[O:30])[CH3:29]. The catalyst is N1C=CC=CC=1. The product is [C:28]([O:24][CH:23]([C:5]1[C:6]2[N:7]3[CH2:14][CH2:13][CH2:12][N:11]([C:15]4[CH:20]=[CH:19][C:18]([Cl:21])=[CH:17][C:16]=4[Cl:22])[C:8]3=[N:9][C:10]=2[C:2]([Cl:1])=[CH:3][CH:4]=1)[CH:25]1[CH2:27][CH2:26]1)(=[O:30])[CH3:29]. The yield is 0.720. (5) The reactants are [CH2:1]([O:8][N:9]1[C:15](=[O:16])[N:14]2[CH2:17][C@H:10]1[CH2:11][CH2:12][C@H:13]2[C:18]([NH:20][NH:21][C:22]([N:24]1[CH2:29][CH2:28][N:27]([C:30]([O:32][C:33]([CH3:36])([CH3:35])[CH3:34])=[O:31])[CH2:26][CH2:25]1)=[S:23])=O)[C:2]1[CH:7]=[CH:6][CH:5]=[CH:4][CH:3]=1.COC1C=CC(P2(SP(C3C=CC(OC)=CC=3)(=S)S2)=S)=CC=1. The catalyst is C1COCC1.[Hg](OC(C)=O)OC(C)=O. The product is [CH2:1]([O:8][N:9]1[C:15](=[O:16])[N:14]2[CH2:17][C@H:10]1[CH2:11][CH2:12][C@H:13]2[C:18]1[S:23][C:22]([N:24]2[CH2:29][CH2:28][N:27]([C:30]([O:32][C:33]([CH3:36])([CH3:35])[CH3:34])=[O:31])[CH2:26][CH2:25]2)=[N:21][N:20]=1)[C:2]1[CH:7]=[CH:6][CH:5]=[CH:4][CH:3]=1. The yield is 0.240.